Dataset: Full USPTO retrosynthesis dataset with 1.9M reactions from patents (1976-2016). Task: Predict the reactants needed to synthesize the given product. (1) Given the product [C:1]([C:2]1[CH:3]=[N:4][CH:5]=[CH:6][CH:7]=1)(=[O:9])[CH3:15].[C:1]([O:9][CH2:10][CH2:11][CH2:12][CH3:13])(=[O:8])[C:2]1[CH:7]=[CH:6][CH:5]=[N:4][CH:3]=1, predict the reactants needed to synthesize it. The reactants are: [C:1]([O:9][CH2:10][CH2:11][CH2:12][CH3:13])(=[O:8])[C:2]1[CH:7]=[CH:6][CH:5]=[N:4][CH:3]=1.O.[C:15](O)(=O)C. (2) The reactants are: [C:1]1(=[O:7])[O:6][C:4](=[O:5])[CH2:3][CH2:2]1.[NH2:8][C:9]([CH3:30])([CH3:29])[CH2:10][N:11]1[C:23]2[C:22]3[CH:21]=[CH:20][CH:19]=[CH:18][C:17]=3[N:16]=[C:15]([NH2:24])[C:14]=2[N:13]=[C:12]1[CH2:25][O:26][CH2:27][CH3:28].ClCCl. Given the product [O:5]=[C:4]1[CH2:3][CH2:2][C:1](=[O:6])[N:24]1[C:15]1[C:14]2[N:13]=[C:12]([CH2:25][O:26][CH2:27][CH3:28])[N:11]([CH2:10][C:9]([NH:8][C:4](=[O:5])[CH2:3][CH2:2][C:1]([OH:6])=[O:7])([CH3:29])[CH3:30])[C:23]=2[C:22]2[CH:21]=[CH:20][CH:19]=[CH:18][C:17]=2[N:16]=1, predict the reactants needed to synthesize it. (3) Given the product [CH3:1][C:2]1([CH3:22])[O:6][C@H:5]([C@H:7]2[C@H:11]([C:12]([OH:14])=[O:13])[O:10][C:9]([CH3:16])([CH3:17])[O:8]2)[C@@H:4]([C:18]([OH:20])=[O:19])[O:3]1, predict the reactants needed to synthesize it. The reactants are: [CH3:1][C:2]1([CH3:22])[O:6][C@H:5]([C@H:7]2[C@H:11]([C:12]([O:14]C)=[O:13])[O:10][C:9]([CH3:17])([CH3:16])[O:8]2)[C@@H:4]([C:18]([O:20]C)=[O:19])[O:3]1.[OH-].[Na+].Cl. (4) Given the product [Cl:1][C:2]1[CH:3]=[C:4]([C:12]2[O:16][N:15]=[C:14]([C:17]3[CH:18]=[C:19]4[C:23](=[CH:24][CH:25]=3)[N:22]([CH2:27][C:28]([CH3:35])([CH3:34])[C:29]([O:31][CH2:32][CH3:33])=[O:30])[N:21]=[CH:20]4)[N:13]=2)[CH:5]=[N:6][C:7]=1[O:8][CH:9]([CH3:11])[CH3:10], predict the reactants needed to synthesize it. The reactants are: [Cl:1][C:2]1[CH:3]=[C:4]([C:12]2[O:16][N:15]=[C:14]([C:17]3[CH:18]=[C:19]4[C:23](=[CH:24][CH:25]=3)[NH:22][N:21]=[CH:20]4)[N:13]=2)[CH:5]=[N:6][C:7]=1[O:8][CH:9]([CH3:11])[CH3:10].Br[CH2:27][C:28]([CH3:35])([CH3:34])[C:29]([O:31][CH2:32][CH3:33])=[O:30].C([O-])([O-])=O.[K+].[K+]. (5) Given the product [C:1]1([C:11]2[CH:16]=[CH:15][CH:14]=[CH:13][CH:12]=2)[CH:2]=[CH:3][C:4]([CH2:7][C:8]([NH:61][C:53]2[N:52]=[C:51]([Br:50])[C:60]3[C:55]([CH:54]=2)=[CH:56][CH:57]=[CH:58][CH:59]=3)=[O:10])=[CH:5][CH:6]=1, predict the reactants needed to synthesize it. The reactants are: [C:1]1([C:11]2[CH:16]=[CH:15][CH:14]=[CH:13][CH:12]=2)[CH:6]=[CH:5][C:4]([CH2:7][C:8]([OH:10])=O)=[CH:3][CH:2]=1.CN(C(ON1N=NC2C=CC=CC1=2)=[N+](C)C)C.F[P-](F)(F)(F)(F)F.CCN(C(C)C)C(C)C.[Br:50][C:51]1[C:60]2[C:55](=[CH:56][CH:57]=[CH:58][CH:59]=2)[CH:54]=[C:53]([NH2:61])[N:52]=1.C(O)(=O)CC(CC(O)=O)(C(O)=O)O. (6) Given the product [Cl:17][C:14]1[CH:15]=[CH:16][C:11]2[N:12]([C:8]([C:6]3[CH:5]=[CH:4][N:3]=[C:2]([C:30]4[CH:31]=[CH:32][C:27]([CH:25]=[O:26])=[CH:28][CH:29]=4)[CH:7]=3)=[C:9]([C:18]3[CH:23]=[CH:22][CH:21]=[C:20]([CH3:24])[N:19]=3)[N:10]=2)[CH:13]=1, predict the reactants needed to synthesize it. The reactants are: Br[C:2]1[CH:7]=[C:6]([C:8]2[N:12]3[CH:13]=[C:14]([Cl:17])[CH:15]=[CH:16][C:11]3=[N:10][C:9]=2[C:18]2[CH:23]=[CH:22][CH:21]=[C:20]([CH3:24])[N:19]=2)[CH:5]=[CH:4][N:3]=1.[CH:25]([C:27]1[CH:32]=[CH:31][C:30](B(O)O)=[CH:29][CH:28]=1)=[O:26].